Dataset: Forward reaction prediction with 1.9M reactions from USPTO patents (1976-2016). Task: Predict the product of the given reaction. (1) Given the reactants S(Cl)(Cl)=O.[Br:5][C:6]1[CH:19]=[C:18]2[C:9]([O:10][C@@H:11]3[C@@H:16]([C:17]2([CH:21]=[CH2:22])O)[CH2:15][CH2:14][CH2:13][CH2:12]3)=[CH:8][CH:7]=1.[NH2:23][C:24]([NH2:26])=[S:25], predict the reaction product. The product is: [C:24]([S:25][CH2:22]/[CH:21]=[C:17]1/[C:18]2[C:9]([O:10][CH:11]3[CH:16]/1[CH2:15][CH2:14][CH2:13][CH2:12]3)=[CH:8][CH:7]=[C:6]([Br:5])[CH:19]=2)(=[NH:23])[NH2:26]. (2) Given the reactants [NH2:1][C:2]1[CH:10]=[C:9]([C:11]2[CH2:15][C:14]([C:20]3[CH:25]=[C:24]([Cl:26])[CH:23]=[C:22]([Cl:27])[CH:21]=3)([C:16]([F:19])([F:18])[F:17])[O:13][N:12]=2)[CH:8]=[CH:7][C:3]=1[C:4]([OH:6])=O.[F:28][C:29]([F:33])([F:32])[CH2:30][NH2:31].Cl.C(N(CC)CCCN=C=NCC)C, predict the reaction product. The product is: [NH2:1][C:2]1[CH:10]=[C:9]([C:11]2[CH2:15][C:14]([C:20]3[CH:21]=[C:22]([Cl:27])[CH:23]=[C:24]([Cl:26])[CH:25]=3)([C:16]([F:17])([F:18])[F:19])[O:13][N:12]=2)[CH:8]=[CH:7][C:3]=1[C:4]([NH:31][CH2:30][C:29]([F:33])([F:32])[F:28])=[O:6].